From a dataset of Forward reaction prediction with 1.9M reactions from USPTO patents (1976-2016). Predict the product of the given reaction. (1) Given the reactants [C:1]([O:5][C:6]([N:8]1[C:13]2[CH:14]=[C:15]([Cl:19])[C:16]([OH:18])=[CH:17][C:12]=2[O:11][CH:10]([C:20]([N:22]2[CH2:27][CH2:26][CH:25]([O:28][C:29]3[CH:34]=[CH:33][C:32]([F:35])=[CH:31][CH:30]=3)[CH2:24][CH2:23]2)=[O:21])[CH2:9]1)=[O:7])([CH3:4])([CH3:3])[CH3:2].[C:36]([O-])([O-])=O.[K+].[K+].CI, predict the reaction product. The product is: [C:1]([O:5][C:6]([N:8]1[C:13]2[CH:14]=[C:15]([Cl:19])[C:16]([O:18][CH3:36])=[CH:17][C:12]=2[O:11][CH:10]([C:20]([N:22]2[CH2:27][CH2:26][CH:25]([O:28][C:29]3[CH:30]=[CH:31][C:32]([F:35])=[CH:33][CH:34]=3)[CH2:24][CH2:23]2)=[O:21])[CH2:9]1)=[O:7])([CH3:4])([CH3:2])[CH3:3]. (2) The product is: [Cl:30][C:26]1[C:27]([Cl:29])=[CH:28][C:23]2[O:22][CH2:21][C:20](=[O:31])[N:19]([CH2:18][C:17]([N:16]([CH:8]([C:5]3[CH:6]=[CH:7][C:2]([C:43]4[CH:42]=[CH:41][C:40]([NH:39][S:36]([CH3:35])(=[O:37])=[O:38])=[CH:45][CH:44]=4)=[C:3]([F:34])[CH:4]=3)[CH2:9][N:10]3[CH2:15][CH2:14][O:13][CH2:12][CH2:11]3)[CH3:33])=[O:32])[C:24]=2[CH:25]=1. Given the reactants Br[C:2]1[CH:7]=[CH:6][C:5]([CH:8]([N:16]([CH3:33])[C:17](=[O:32])[CH2:18][N:19]2[C:24]3[CH:25]=[C:26]([Cl:30])[C:27]([Cl:29])=[CH:28][C:23]=3[O:22][CH2:21][C:20]2=[O:31])[CH2:9][N:10]2[CH2:15][CH2:14][O:13][CH2:12][CH2:11]2)=[CH:4][C:3]=1[F:34].[CH3:35][S:36]([NH:39][C:40]1[CH:45]=[CH:44][C:43](B(O)O)=[CH:42][CH:41]=1)(=[O:38])=[O:37].C([O-])([O-])=O.[Na+].[Na+], predict the reaction product. (3) Given the reactants [Br:1][C:2]1[C:10]2[N:9]=[C:8]([CH2:11][F:12])[NH:7][C:6]=2[CH:5]=[C:4]([N+:13]([O-:15])=[O:14])[CH:3]=1.Br[CH2:17][C:18]1[CH:23]=[CH:22][CH:21]=[C:20]([Cl:24])[C:19]=1[CH3:25].C(=O)([O-])[O-].[K+].[K+].O, predict the reaction product. The product is: [Br:1][C:2]1[C:10]2[N:9]=[C:8]([CH2:11][F:12])[N:7]([CH2:17][C:18]3[CH:23]=[CH:22][CH:21]=[C:20]([Cl:24])[C:19]=3[CH3:25])[C:6]=2[CH:5]=[C:4]([N+:13]([O-:15])=[O:14])[CH:3]=1. (4) Given the reactants [CH3:1][C:2]1[N:7]=[C:6]([CH:8]=O)[CH:5]=[CH:4][CH:3]=1.[C:10]([CH:15]=P(C1C=CC=CC=1)(C1C=CC=CC=1)C1C=CC=CC=1)([O:12][CH2:13][CH3:14])=[O:11], predict the reaction product. The product is: [CH2:13]([O:12][C:10](=[O:11])[CH:15]=[CH:8][C:6]1[CH:5]=[CH:4][CH:3]=[C:2]([CH3:1])[N:7]=1)[CH3:14]. (5) Given the reactants O.[OH-].[Li+].[C:4]1(/[C:10](=[N:22]/[O:23][CH2:24][C:25]2[CH:30]=[CH:29][C:28]([O:31][CH2:32][C:33]3[N:37]=[C:36]([C:38]4[CH:43]=[CH:42][CH:41]=[CH:40][CH:39]=4)[O:35][N:34]=3)=[CH:27][CH:26]=2)/[CH2:11][CH2:12][CH2:13][CH2:14][CH2:15][CH2:16][C:17]([O:19]CC)=[O:18])[CH:9]=[CH:8][CH:7]=[CH:6][CH:5]=1.O.Cl, predict the reaction product. The product is: [C:4]1(/[C:10](=[N:22]/[O:23][CH2:24][C:25]2[CH:26]=[CH:27][C:28]([O:31][CH2:32][C:33]3[N:37]=[C:36]([C:38]4[CH:43]=[CH:42][CH:41]=[CH:40][CH:39]=4)[O:35][N:34]=3)=[CH:29][CH:30]=2)/[CH2:11][CH2:12][CH2:13][CH2:14][CH2:15][CH2:16][C:17]([OH:19])=[O:18])[CH:9]=[CH:8][CH:7]=[CH:6][CH:5]=1. (6) Given the reactants [N:1]([CH2:4][C@@H:5]([NH:13][C:14]([N:16]1[CH2:21][CH2:20][CH2:19][C@@H:18]([C@:22]([OH:35])([C:29]2[CH:34]=[CH:33][CH:32]=[CH:31][CH:30]=2)[CH2:23][CH2:24][CH2:25][CH2:26][O:27][CH3:28])[CH2:17]1)=[O:15])[CH2:6][C:7]1[CH:12]=[CH:11][CH:10]=[CH:9][CH:8]=1)=[N+]=[N-].O, predict the reaction product. The product is: [NH2:1][CH2:4][C@@H:5]([NH:13][C:14]([N:16]1[CH2:21][CH2:20][CH2:19][C@@H:18]([C@:22]([OH:35])([C:29]2[CH:30]=[CH:31][CH:32]=[CH:33][CH:34]=2)[CH2:23][CH2:24][CH2:25][CH2:26][O:27][CH3:28])[CH2:17]1)=[O:15])[CH2:6][C:7]1[CH:8]=[CH:9][CH:10]=[CH:11][CH:12]=1. (7) Given the reactants C1(C)C=CC=CC=1.CSC.B.[Br:12][CH2:13][CH2:14][CH:15]=[C:16]1[C:22]2[CH:23]=[CH:24][CH:25]=[CH:26][C:21]=2[CH2:20][C:19](=[O:27])[C:18]2[CH:28]=[CH:29][CH:30]=[CH:31][C:17]1=2.C(=O)(O)[O-].[Na+], predict the reaction product. The product is: [Br:12][CH2:13][CH2:14][CH:15]=[C:16]1[C:22]2[CH:23]=[CH:24][CH:25]=[CH:26][C:21]=2[CH2:20][C@@H:19]([OH:27])[C:18]2[CH:28]=[CH:29][CH:30]=[CH:31][C:17]1=2.